This data is from Full USPTO retrosynthesis dataset with 1.9M reactions from patents (1976-2016). The task is: Predict the reactants needed to synthesize the given product. (1) Given the product [C:1]([N:8]1[CH2:12][CH2:11][C@@H:10]([O:13][C:14]2[CH:15]=[N:16][CH:17]=[C:18]([CH3:21])[CH:19]=2)[CH2:9]1)([O:3][C:4]([CH3:7])([CH3:6])[CH3:5])=[O:2], predict the reactants needed to synthesize it. The reactants are: [C:1]([N:8]1[CH2:12][CH2:11][C@@H:10]([O:13][C:14]2[CH:15]=[N:16][CH:17]=[C:18](Br)[CH:19]=2)[CH2:9]1)([O:3][C:4]([CH3:7])([CH3:6])[CH3:5])=[O:2].[CH3:21][Mg+].[Br-]. (2) Given the product [CH:36]([NH:39][C:12](=[O:13])[C:11]1[CH:15]=[CH:16][CH:17]=[C:9]([CH2:8][N:7]2[C:2](=[O:1])[CH:3]=[CH:4][C:5]([C:18]3[O:22][N:21]=[C:20]([C:23]4[CH:24]=[CH:25][C:26]([C:29]([CH3:34])([CH3:35])[C:30]([F:32])([F:33])[F:31])=[CH:27][CH:28]=4)[N:19]=3)=[N:6]2)[CH:10]=1)([CH3:38])[CH3:37], predict the reactants needed to synthesize it. The reactants are: [O:1]=[C:2]1[N:7]([CH2:8][C:9]2[CH:10]=[C:11]([CH:15]=[CH:16][CH:17]=2)[C:12](Cl)=[O:13])[N:6]=[C:5]([C:18]2[O:22][N:21]=[C:20]([C:23]3[CH:28]=[CH:27][C:26]([C:29]([CH3:35])([CH3:34])[C:30]([F:33])([F:32])[F:31])=[CH:25][CH:24]=3)[N:19]=2)[CH:4]=[CH:3]1.[CH:36]([NH2:39])([CH3:38])[CH3:37].C(N(CC)C(C)C)(C)C. (3) Given the product [CH2:1]([N:8]1[CH2:13][C@H:14]([CH2:15][C:16]2[CH:21]=[CH:20][CH:19]=[C:18]([CH:22]([CH3:24])[CH3:23])[CH:17]=2)[C@@H:10]([C:11]#[N:12])[CH2:9]1)[C:2]1[CH:3]=[CH:4][CH:5]=[CH:6][CH:7]=1, predict the reactants needed to synthesize it. The reactants are: [CH2:1]([N:8]([CH2:13]/[CH:14]=[CH:15]/[C:16]1[CH:21]=[CH:20][CH:19]=[C:18]([CH:22]([CH3:24])[CH3:23])[CH:17]=1)[CH2:9][CH2:10][C:11]#[N:12])[C:2]1[CH:7]=[CH:6][CH:5]=[CH:4][CH:3]=1.CN(C=O)C. (4) Given the product [F:15][C:9]1[C:10]([F:14])=[CH:11][CH:12]=[CH:13][C:8]=1[C:6]1[CH:7]=[C:2]([O:20][CH2:16][C:17]#[C:18][CH3:19])[N:3]=[CH:4][N:5]=1, predict the reactants needed to synthesize it. The reactants are: Cl[C:2]1[CH:7]=[C:6]([C:8]2[CH:13]=[CH:12][CH:11]=[C:10]([F:14])[C:9]=2[F:15])[N:5]=[CH:4][N:3]=1.[CH2:16]([OH:20])[C:17]#[C:18][CH3:19].[H-].[Na+].O. (5) Given the product [NH2:7][CH2:8][CH2:9][CH2:10][N:11]([CH:12]([C:16]1[N:17]([CH2:27][C:28]2[CH:33]=[CH:32][CH:31]=[CH:30][CH:29]=2)[C:18](=[O:26])[C:19]2[C:24]([CH3:25])=[N:23][S:22][C:20]=2[N:21]=1)[CH:13]([CH3:14])[CH3:15])[C:41](=[O:42])[C:38]1[CH:39]=[CH:40][C:35]([CH3:44])=[CH:36][CH:37]=1, predict the reactants needed to synthesize it. The reactants are: C(OC(=O)[NH:7][CH2:8][CH2:9][CH2:10][NH:11][CH:12]([C:16]1[N:17]([CH2:27][C:28]2[CH:33]=[CH:32][CH:31]=[CH:30][CH:29]=2)[C:18](=[O:26])[C:19]2[C:24]([CH3:25])=[N:23][S:22][C:20]=2[N:21]=1)[CH:13]([CH3:15])[CH3:14])(C)(C)C.[C:35]1([CH3:44])[CH:40]=[CH:39][C:38]([C:41](Cl)=[O:42])=[CH:37][CH:36]=1.